This data is from Forward reaction prediction with 1.9M reactions from USPTO patents (1976-2016). The task is: Predict the product of the given reaction. (1) Given the reactants [F:1][C:2]1[CH:7]=[CH:6][C:5]([C:8]#[CH:9])=[CH:4][CH:3]=1.[Cl:10][C:11]1[CH:18]=[CH:17][C:14]([CH2:15][SH:16])=[CH:13][CH:12]=1.[Na], predict the reaction product. The product is: [F:1][C:2]1[CH:7]=[CH:6][C:5](/[CH:8]=[CH:9]\[CH:15]([S:16][CH:15](/[CH:9]=[CH:8]\[C:5]2[CH:6]=[CH:7][C:2]([F:1])=[CH:3][CH:4]=2)[C:14]2[CH:17]=[CH:18][C:11]([Cl:10])=[CH:12][CH:13]=2)[C:14]2[CH:17]=[CH:18][C:11]([Cl:10])=[CH:12][CH:13]=2)=[CH:4][CH:3]=1. (2) Given the reactants [C:1]([O:5][C:6]([N:8](C(OC(C)(C)C)=O)[C:9]1[O:17][C:16]2[C:11](=[N:12][CH:13]=[C:14]([CH:18]=[CH2:19])[CH:15]=2)[C:10]=1[C:20]([O:22]CC)=[O:21])=[O:7])([CH3:4])([CH3:3])[CH3:2].O[Li].O.O, predict the reaction product. The product is: [C:1]([O:5][C:6]([NH:8][C:9]1[O:17][C:16]2[C:11](=[N:12][CH:13]=[C:14]([CH:18]=[CH2:19])[CH:15]=2)[C:10]=1[C:20]([OH:22])=[O:21])=[O:7])([CH3:4])([CH3:2])[CH3:3]. (3) Given the reactants [I:1][C:2]1[CH:7]=[CH:6][C:5]([O:8][CH2:9][CH2:10][O:11][CH3:12])=[C:4]([N+:13]([O-])=O)[CH:3]=1.O.O.Cl[Sn]Cl.Cl.[OH-].[Na+], predict the reaction product. The product is: [I:1][C:2]1[CH:7]=[CH:6][C:5]([O:8][CH2:9][CH2:10][O:11][CH3:12])=[C:4]([NH2:13])[CH:3]=1. (4) The product is: [N+:11]([C:10]1[CH:9]=[C:8]2[C:4]([CH:5]=[N:6][N:7]2[CH2:14][O:15][CH2:16][CH2:17][Si:18]([CH3:21])([CH3:20])[CH3:19])=[CH:3][C:2]=1[C:30]1[CH:31]=[CH:32][C:33]([C:36]#[N:37])=[N:34][CH:35]=1)([O-:13])=[O:12]. Given the reactants Br[C:2]1[CH:3]=[C:4]2[C:8](=[CH:9][C:10]=1[N+:11]([O-:13])=[O:12])[N:7]([CH2:14][O:15][CH2:16][CH2:17][Si:18]([CH3:21])([CH3:20])[CH3:19])[N:6]=[CH:5]2.CC1(C)C(C)(C)OB([C:30]2[CH:31]=[CH:32][C:33]([C:36]#[N:37])=[N:34][CH:35]=2)O1.C(Cl)Cl.C([O-])([O-])=O.[K+].[K+], predict the reaction product. (5) Given the reactants [O:1]1[CH:5]=[CH:4][CH:3]=[C:2]1[C:6]1[N:11]=[C:10]([C:12]2[CH:13]=[N:14][CH:15]=[CH:16][CH:17]=2)[N:9]=[C:8](O)[CH:7]=1.[Cl:19]C1N=C(C2OC(C)=CC=2)N=C(N)C=1, predict the reaction product. The product is: [Cl:19][C:8]1[CH:7]=[C:6]([C:2]2[O:1][CH:5]=[CH:4][CH:3]=2)[N:11]=[C:10]([C:12]2[CH:13]=[N:14][CH:15]=[CH:16][CH:17]=2)[N:9]=1. (6) The product is: [Br-:1].[OH:8][CH2:7][CH2:6][CH2:5][CH2:4][CH2:3][CH2:2][P+:15]([C:16]1[CH:17]=[CH:18][CH:19]=[CH:20][CH:21]=1)([C:22]1[CH:27]=[CH:26][CH:25]=[CH:24][CH:23]=1)[C:9]1[CH:10]=[CH:11][CH:12]=[CH:13][CH:14]=1. Given the reactants [Br:1][CH2:2][CH2:3][CH2:4][CH2:5][CH2:6][CH2:7][OH:8].[C:9]1([P:15]([C:22]2[CH:27]=[CH:26][CH:25]=[CH:24][CH:23]=2)[C:16]2[CH:21]=[CH:20][CH:19]=[CH:18][CH:17]=2)[CH:14]=[CH:13][CH:12]=[CH:11][CH:10]=1, predict the reaction product.